From a dataset of Catalyst prediction with 721,799 reactions and 888 catalyst types from USPTO. Predict which catalyst facilitates the given reaction. (1) Reactant: [NH2:1][C:2]1[CH:3]=[CH:4][CH:5]=[C:6]2[C:11]=1[N:10]=[CH:9][CH:8]=[CH:7]2.[CH2:12]([S:16](Cl)(=[O:18])=[O:17])[CH2:13][CH2:14][CH3:15]. Product: [CH2:12]([S:16]([NH:1][C:2]1[CH:3]=[CH:4][CH:5]=[C:6]2[C:11]=1[N:10]=[CH:9][CH:8]=[CH:7]2)(=[O:18])=[O:17])[CH2:13][CH2:14][CH3:15]. The catalyst class is: 17. (2) Reactant: [Cu](C#N)[C:2]#[N:3].Br[C:7]1[CH:8]=[C:9]([C:13]([O:15][CH2:16][CH3:17])=[O:14])[NH:10][C:11]=1[CH3:12]. Product: [C:2]([C:7]1[CH:8]=[C:9]([C:13]([O:15][CH2:16][CH3:17])=[O:14])[NH:10][C:11]=1[CH3:12])#[N:3]. The catalyst class is: 18. (3) Reactant: [Br:1][C:2]1[CH:9]=[CH:8][C:5]([CH:6]=[CH2:7])=[CH:4][CH:3]=1.[FH:10].F.F.C(N(CC)CC)C.[Br:20]N1C(=O)CCC1=O. Product: [Br:1][C:2]1[CH:9]=[CH:8][C:5]([CH:6]([F:10])[CH2:7][Br:20])=[CH:4][CH:3]=1. The catalyst class is: 4. (4) Reactant: [Mg].Br[C:3]1[CH:13]=[CH:12][C:6]2[O:7][C:8]([CH2:10][CH3:11])=[CH:9][C:5]=2[CH:4]=1.CI.[C:16](=[O:18])=[O:17].Cl. Product: [C:16]([C:3]1[CH:13]=[CH:12][C:6]2[O:7][C:8]([CH2:10][CH3:11])=[CH:9][C:5]=2[CH:4]=1)([OH:18])=[O:17]. The catalyst class is: 28. (5) Reactant: [OH:1][CH2:2][C@@H:3]1[CH2:7][CH2:6][CH2:5][N:4]1[C:8]1[C:9]([C:22]2[CH:27]=[CH:26][CH:25]=[CH:24][CH:23]=2)=[N:10][C:11]2[C:16]([N:17]=1)=[CH:15][C:14]([C:18]([O:20]C)=[O:19])=[CH:13][CH:12]=2.[OH-].[Na+]. Product: [OH:1][CH2:2][C@@H:3]1[CH2:7][CH2:6][CH2:5][N:4]1[C:8]1[C:9]([C:22]2[CH:27]=[CH:26][CH:25]=[CH:24][CH:23]=2)=[N:10][C:11]2[C:16]([N:17]=1)=[CH:15][C:14]([C:18]([OH:20])=[O:19])=[CH:13][CH:12]=2. The catalyst class is: 24.